Dataset: NCI-60 drug combinations with 297,098 pairs across 59 cell lines. Task: Regression. Given two drug SMILES strings and cell line genomic features, predict the synergy score measuring deviation from expected non-interaction effect. (1) Drug 1: C1=NC2=C(N1)C(=S)N=C(N2)N. Drug 2: C1=NC2=C(N1)C(=S)N=CN2. Cell line: NCI-H322M. Synergy scores: CSS=21.5, Synergy_ZIP=-14.0, Synergy_Bliss=-29.2, Synergy_Loewe=-29.0, Synergy_HSA=-25.9. (2) Drug 1: CN(CC1=CN=C2C(=N1)C(=NC(=N2)N)N)C3=CC=C(C=C3)C(=O)NC(CCC(=O)O)C(=O)O. Drug 2: C1=CC=C(C=C1)NC(=O)CCCCCCC(=O)NO. Cell line: SK-OV-3. Synergy scores: CSS=54.1, Synergy_ZIP=2.64, Synergy_Bliss=4.64, Synergy_Loewe=5.13, Synergy_HSA=6.05. (3) Drug 1: CC1C(C(=O)NC(C(=O)N2CCCC2C(=O)N(CC(=O)N(C(C(=O)O1)C(C)C)C)C)C(C)C)NC(=O)C3=C4C(=C(C=C3)C)OC5=C(C(=O)C(=C(C5=N4)C(=O)NC6C(OC(=O)C(N(C(=O)CN(C(=O)C7CCCN7C(=O)C(NC6=O)C(C)C)C)C)C(C)C)C)N)C. Drug 2: CC1CCC2CC(C(=CC=CC=CC(CC(C(=O)C(C(C(=CC(C(=O)CC(OC(=O)C3CCCCN3C(=O)C(=O)C1(O2)O)C(C)CC4CCC(C(C4)OC)OCCO)C)C)O)OC)C)C)C)OC. Cell line: TK-10. Synergy scores: CSS=14.2, Synergy_ZIP=-0.696, Synergy_Bliss=-0.00962, Synergy_Loewe=-2.53, Synergy_HSA=-1.13. (4) Drug 1: CC(C1=C(C=CC(=C1Cl)F)Cl)OC2=C(N=CC(=C2)C3=CN(N=C3)C4CCNCC4)N. Drug 2: CC(C)NC(=O)C1=CC=C(C=C1)CNNC.Cl. Cell line: SK-MEL-5. Synergy scores: CSS=-9.34, Synergy_ZIP=3.90, Synergy_Bliss=-0.768, Synergy_Loewe=-7.55, Synergy_HSA=-6.82. (5) Drug 1: C(=O)(N)NO. Drug 2: C1C(C(OC1N2C=NC(=NC2=O)N)CO)O. Cell line: NCI-H322M. Synergy scores: CSS=1.55, Synergy_ZIP=0.891, Synergy_Bliss=-0.112, Synergy_Loewe=-0.599, Synergy_HSA=-1.92. (6) Drug 1: CC1C(C(CC(O1)OC2CC(CC3=C2C(=C4C(=C3O)C(=O)C5=C(C4=O)C(=CC=C5)OC)O)(C(=O)C)O)N)O.Cl. Drug 2: CCC1=C2CN3C(=CC4=C(C3=O)COC(=O)C4(CC)O)C2=NC5=C1C=C(C=C5)O. Cell line: HCT-15. Synergy scores: CSS=38.3, Synergy_ZIP=-4.87, Synergy_Bliss=-2.12, Synergy_Loewe=-9.69, Synergy_HSA=-2.34. (7) Drug 1: C1=CC(=C2C(=C1NCCNCCO)C(=O)C3=C(C=CC(=C3C2=O)O)O)NCCNCCO. Drug 2: CN(C)N=NC1=C(NC=N1)C(=O)N. Cell line: M14. Synergy scores: CSS=25.9, Synergy_ZIP=2.36, Synergy_Bliss=2.23, Synergy_Loewe=-41.1, Synergy_HSA=-0.903.